Dataset: Reaction yield outcomes from USPTO patents with 853,638 reactions. Task: Predict the reaction yield, written as a fraction of the theoretical maximum amount of product (1.0 means a 100% yield; for example, 0.34 means a 34% yield). The yield is 0.540. The reactants are O1CCCCC1[N:7]1[C:15]2[C:10](=[CH:11][C:12]([C:16]3[N:20]=[CH:19][N:18](C(C4C=CC=CC=4)(C4C=CC=CC=4)C4C=CC=CC=4)[N:17]=3)=[CH:13][CH:14]=2)[C:9]([C:40]2[CH:41]=[C:42]([NH2:46])[CH:43]=[CH:44][CH:45]=2)=[N:8]1.Cl[CH2:48][C:49](Cl)=[O:50].C(N(CC)C(C)C)(C)C.[CH3:61][N:62]1[CH2:67][CH2:66][NH:65][CH2:64][CH2:63]1. The product is [NH:18]1[CH:19]=[N:20][C:16]([C:12]2[CH:11]=[C:10]3[C:15](=[CH:14][CH:13]=2)[NH:7][N:8]=[C:9]3[C:40]2[CH:41]=[C:42]([NH:46][C:49](=[O:50])[CH2:48][N:65]3[CH2:66][CH2:67][N:62]([CH3:61])[CH2:63][CH2:64]3)[CH:43]=[CH:44][CH:45]=2)=[N:17]1. The catalyst is O1CCCC1.O.